Binary Classification. Given a miRNA mature sequence and a target amino acid sequence, predict their likelihood of interaction. From a dataset of Experimentally validated miRNA-target interactions with 360,000+ pairs, plus equal number of negative samples. (1) The miRNA is hsa-miR-4516 with sequence GGGAGAAGGGUCGGGGC. The protein sequence of the target gene is MASDKPGPGLEPQPVALLAVGAGGGAGGGGAMGEPRGAAGSGPVVLPAGMINPSVPIRNIRMKFAVLIGLIQVGEVSNRDIVETVLNLLVGGEFDLEMNFIIQDAESITCMTELLEHCDVTCQAEIWSMFTAILRKSVRNLQTSTEVGLIEQVLLKMSAVDDMIADLLVDMLGVLASYSITVKELKLLFSMLRGESGIWPRHAVKLLSVLNQMPQRHGPDTFFNFPGCSAAAIALPPIAKWPYQNGFTLNTWFRMDPLNNINVDKDKPYLYCFRTSKGVGYSAHFVGNCLIVTSLKSKGK.... Result: 0 (no interaction). (2) The miRNA is mmu-miR-5127 with sequence UCUCCCAACCCUUUUCCCA. The protein sequence of the target gene is MAETKIIYHMDEEETPYLVKLPVAPERVTLADFKNVLSNRPVHAYKFFFKSMDQDFGVVKEEIFDDNAKLPCFNGRVVSWLVLAEGAHSDAGSQGTDSHTDLPPPLERTGGIGDSRPPSFHPNVASSRDGMDNETGTESMVSHRRERARRRNREEAARTNGHPRGDRRRDVGLPPDSASTALSSELESSSFVDSDEDGSTSRLSSSTEQSTSSRLIRKHKRRRRKQRLRQADRASSFSSITDSTMSLNIVTVTLNMERHHFLGISIVGQSNDRGDGGIYIGSIMKGGAVAADGRIEPGDM.... Result: 0 (no interaction). (3) The miRNA is hsa-miR-6779-3p with sequence AAGCCCUGUCUCCUCCCAUCU. The protein sequence of the target gene is MAELVQGQSAPVGMKAEGFVDALHRVRQIAAKIDSIPHLNNSTPLVDPSVYGYGVQKRPLDDGVGNQLGALVHQRTVITEEFKVPDKMVGFIIGRGGEQISRIQAESGCKIQIASESSGIPERPCVLTGTPESIEQAKRLLGQIVDRCRNGPGFHNDIDSNSTIQEILIPASKVGLVIGRGGETIKQLQERTGVKMVMIQDGPLPTGADKPLRITGDAFKVQQAREMVLEIIREKDQADFRGVRGDFNSRMGGGSIEVSVPRFAVGIVIGRNGEMIKKIQNDAGVRIQFKPDDGISPERA.... Result: 0 (no interaction).